From a dataset of Forward reaction prediction with 1.9M reactions from USPTO patents (1976-2016). Predict the product of the given reaction. (1) Given the reactants [Cl:1][CH2:2][C:3]1[CH:4]=[C:5]([CH:9]=[CH:10][CH:11]=1)[C:6]([OH:8])=[O:7].C(=O)([O-])[O-].[K+].[K+].[CH2:18](Br)[CH:19]=[CH2:20], predict the reaction product. The product is: [Cl:1][CH2:2][C:3]1[CH:4]=[C:5]([CH:9]=[CH:10][CH:11]=1)[C:6]([O:8][CH2:20][CH:19]=[CH2:18])=[O:7]. (2) Given the reactants [H-].[Na+].[CH2:3]([O:10][C:11]1[CH:16]=[CH:15][C:14]([OH:17])=[CH:13][CH:12]=1)[C:4]1[CH:9]=[CH:8][CH:7]=[CH:6][CH:5]=1.S(O[CH2:29][C@H:30]1[CH2:34][CH2:33][CH2:32][N:31]1[C:35]([O:37][C:38]([CH3:41])([CH3:40])[CH3:39])=[O:36])(C1C=CC(C)=CC=1)(=O)=O, predict the reaction product. The product is: [C:38]([O:37][C:35]([N:31]1[CH2:32][CH2:33][CH2:34][CH:30]1[CH2:29][O:17][C:14]1[CH:13]=[CH:12][C:11]([O:10][CH2:3][C:4]2[CH:5]=[CH:6][CH:7]=[CH:8][CH:9]=2)=[CH:16][CH:15]=1)=[O:36])([CH3:41])([CH3:39])[CH3:40]. (3) The product is: [Cl:27][C:28]1[CH:50]=[CH:49][C:31]([CH2:32][N:33]([CH2:45][CH2:46][O:47][CH3:48])[C:34]2[CH:41]=[CH:40][C:37]([CH:38]=[CH2:2])=[CH:36][C:35]=2[N+:42]([O-:44])=[O:43])=[CH:30][CH:29]=1. Given the reactants [I-].[CH3:2][P+](C1C=CC=CC=1)(C1C=CC=CC=1)C1C=CC=CC=1.[Li]CCCC.[Cl:27][C:28]1[CH:50]=[CH:49][C:31]([CH2:32][N:33]([CH2:45][CH2:46][O:47][CH3:48])[C:34]2[CH:41]=[CH:40][C:37]([CH:38]=O)=[CH:36][C:35]=2[N+:42]([O-:44])=[O:43])=[CH:30][CH:29]=1, predict the reaction product. (4) Given the reactants NC1C=C([C:10]([C:14]2[CH:19]=[CH:18][C:17]([O:20][CH3:21])=[C:16]([O:22][CH3:23])[CH:15]=2)=[CH:11][C:12]#[N:13])C=CC=1OC.[Mg].[CH3:25][O:26][C:27]1[CH:28]=[C:29]([CH:32]=[CH:33][C:34]=1[N+:35]([O-:37])=[O:36])[CH:30]=[O:31], predict the reaction product. The product is: [NH2:35][C:34]1[CH:33]=[CH:32][C:29]([C:10]([C:14]2[CH:19]=[CH:18][C:17]([O:20][CH3:21])=[C:16]([O:22][CH3:23])[CH:15]=2)=[CH:11][C:12]#[N:13])=[CH:28][C:27]=1[O:26][CH3:25].[CH3:25][O:26][C:27]1[CH:28]=[C:29]([CH:30]([C:14]2[CH:19]=[CH:18][C:17]([O:20][CH3:21])=[C:16]([O:22][CH3:23])[CH:15]=2)[OH:31])[CH:32]=[CH:33][C:34]=1[N+:35]([O-:37])=[O:36].